Dataset: Full USPTO retrosynthesis dataset with 1.9M reactions from patents (1976-2016). Task: Predict the reactants needed to synthesize the given product. (1) Given the product [O:1]1[CH2:6][CH2:5][CH2:4][CH2:3][CH:2]1[O:7][CH2:8][CH2:9][C:10]1[CH:15]=[CH:14][C:13]([CH:18]=[O:17])=[CH:12][CH:11]=1, predict the reactants needed to synthesize it. The reactants are: [O:1]1[CH2:6][CH2:5][CH2:4][CH2:3][CH:2]1[O:7][CH2:8][CH2:9][C:10]1[CH:15]=[CH:14][C:13](Br)=[CH:12][CH:11]=1.[O:17]1CCC[CH2:18]1.C([Li])CCC.[Cl-].[NH4+]. (2) Given the product [CH:14]1[C:15]2[C:20](=[CH:19][CH:18]=[CH:17][CH:16]=2)[CH:21]=[CH:22][C:13]=1[CH2:12][C:10]1[N:11]=[C:7]([N:1]2[CH2:6][CH2:5][O:4][CH2:3][CH2:2]2)[S:8][C:9]=1[C:23]1[NH:27][N:26]=[N:25][N:24]=1, predict the reactants needed to synthesize it. The reactants are: [N:1]1([C:7]2[S:8][C:9]([C:23]#[N:24])=[C:10]([CH2:12][C:13]3[CH:22]=[CH:21][C:20]4[C:15](=[CH:16][CH:17]=[CH:18][CH:19]=4)[CH:14]=3)[N:11]=2)[CH2:6][CH2:5][O:4][CH2:3][CH2:2]1.[N-:25]=[N+:26]=[N-:27].[Na+].[Cl-].[NH4+].O.